Task: Predict the product of the given reaction.. Dataset: Forward reaction prediction with 1.9M reactions from USPTO patents (1976-2016) (1) Given the reactants FC1C(O)=C(F)C(F)=C(F)C=1F.C1(N=C=NC2CCCCC2)CCCCC1.[Cl:28][C:29]1[CH:30]=[C:31]([CH:55]=[CH:56][CH:57]=1)[O:32][C:33]1[CH:34]=[C:35]2[C:39](=[CH:40][CH:41]=1)[N:38]([C:42]1[CH:47]=[CH:46][C:45]([O:48][CH:49]([CH3:51])[CH3:50])=[CH:44][CH:43]=1)[C:37]([C:52](O)=[O:53])=[CH:36]2.Cl.[CH3:59][O:60][C:61](=[O:64])[CH2:62][NH2:63].CCN(CC)CC, predict the reaction product. The product is: [CH3:59][O:60][C:61](=[O:64])[CH2:62][NH:63][C:52]([C:37]1[N:38]([C:42]2[CH:47]=[CH:46][C:45]([O:48][CH:49]([CH3:50])[CH3:51])=[CH:44][CH:43]=2)[C:39]2[C:35]([CH:36]=1)=[CH:34][C:33]([O:32][C:31]1[CH:55]=[CH:56][CH:57]=[C:29]([Cl:28])[CH:30]=1)=[CH:41][CH:40]=2)=[O:53]. (2) Given the reactants [N+](C1C=C(S(O[CH2:14][C@:15]2([CH3:18])[CH2:17][O:16]2)(=O)=O)C=CC=1)([O-])=O.[F:19][C:20]1[CH:25]=[CH:24][C:23]([CH2:26][C:27]#[N:28])=[C:22]([OH:29])[CH:21]=1.C([O-])([O-])=O.[Cs+].[Cs+].[Cl:36][C:37]1[CH:50]=[CH:49][C:40]([CH2:41][N:42]2[CH2:47][CH2:46][CH:45]([NH2:48])[CH2:44][CH2:43]2)=[CH:39][CH:38]=1, predict the reaction product. The product is: [Cl:36][C:37]1[CH:38]=[CH:39][C:40]([CH2:41][N:42]2[CH2:43][CH2:44][CH:45]([NH:48][CH2:14][C@@:15]([OH:16])([CH3:18])[CH2:17][O:29][C:22]3[CH:21]=[C:20]([F:19])[CH:25]=[CH:24][C:23]=3[CH2:26][C:27]#[N:28])[CH2:46][CH2:47]2)=[CH:49][CH:50]=1. (3) Given the reactants [CH3:1][O:2][C:3]1[N:8]=[C:7]([N:9]2[CH2:14][CH2:13][N:12]([C:15]([O:17][C:18]([CH3:21])([CH3:20])[CH3:19])=[O:16])[CH2:11][CH2:10]2)[CH:6]=[CH:5][C:4]=1[N+:22]([O-])=O.[H][H], predict the reaction product. The product is: [NH2:22][C:4]1[CH:5]=[CH:6][C:7]([N:9]2[CH2:14][CH2:13][N:12]([C:15]([O:17][C:18]([CH3:21])([CH3:20])[CH3:19])=[O:16])[CH2:11][CH2:10]2)=[N:8][C:3]=1[O:2][CH3:1]. (4) Given the reactants [C:1]([NH:4][CH:5]([CH2:10][C:11]1[CH:16]=[C:15]([CH3:17])[C:14]([OH:18])=[C:13]([Cl:19])[CH:12]=1)[C:6]([O:8][CH3:9])=[O:7])(=[O:3])[CH3:2].[OH-].[Na+], predict the reaction product. The product is: [C:1]([NH:4][C@H:5]([CH2:10][C:11]1[CH:16]=[C:15]([CH3:17])[C:14]([OH:18])=[C:13]([Cl:19])[CH:12]=1)[C:6]([O:8][CH3:9])=[O:7])(=[O:3])[CH3:2]. (5) Given the reactants [OH:1][C@@H:2]([C:24]1[CH:29]=[CH:28][CH:27]=[CH:26][CH:25]=1)[CH2:3][NH:4][C:5]1[CH:10]=[CH:9][NH:8][C:7](=[O:11])[C:6]=1[C:12]1[NH:13][C:14]2[C:20]([C:21](O)=[O:22])=[CH:19][CH:18]=[CH:17][C:15]=2[N:16]=1.[F:30][C:31]1[CH:32]=[C:33]([CH:36]=[CH:37][CH:38]=1)[CH2:34][NH2:35].CCN(C(C)C)C(C)C.CN(C(ON1N=NC2C=CC=NC1=2)=[N+](C)C)C.F[P-](F)(F)(F)(F)F, predict the reaction product. The product is: [F:30][C:31]1[CH:32]=[C:33]([CH:36]=[CH:37][CH:38]=1)[CH2:34][NH:35][C:21]([C:20]1[C:14]2[NH:13][C:12]([C:6]3[C:7](=[O:11])[NH:8][CH:9]=[CH:10][C:5]=3[NH:4][CH2:3][C@@H:2]([OH:1])[C:24]3[CH:29]=[CH:28][CH:27]=[CH:26][CH:25]=3)=[N:16][C:15]=2[CH:17]=[CH:18][CH:19]=1)=[O:22]. (6) Given the reactants ClC(Cl)(O[C:5](=[O:11])OC(Cl)(Cl)Cl)Cl.[CH:13]([N:16]1[C:20]2[N:21]=[C:22]([C:31]3[CH:36]=[CH:35][C:34]([NH2:37])=[CH:33][CH:32]=3)[N:23]=[C:24]([N:25]3[CH2:30][CH2:29][O:28][CH2:27][CH2:26]3)[C:19]=2[N:18]=[N:17]1)([CH3:15])[CH3:14].C[CH2:39][N:40]([CH2:43]C)[CH2:41][CH3:42], predict the reaction product. The product is: [CH3:43][N:40]([CH3:39])[C:41]1[CH:42]=[CH:35][C:34]([NH:37][C:5]([NH:37][C:34]2[CH:33]=[CH:32][C:31]([C:22]3[N:23]=[C:24]([N:25]4[CH2:30][CH2:29][O:28][CH2:27][CH2:26]4)[C:19]4[N:18]=[N:17][N:16]([CH:13]([CH3:15])[CH3:14])[C:20]=4[N:21]=3)=[CH:36][CH:35]=2)=[O:11])=[CH:33][CH:32]=1.